Dataset: CYP2D6 inhibition data for predicting drug metabolism from PubChem BioAssay. Task: Regression/Classification. Given a drug SMILES string, predict its absorption, distribution, metabolism, or excretion properties. Task type varies by dataset: regression for continuous measurements (e.g., permeability, clearance, half-life) or binary classification for categorical outcomes (e.g., BBB penetration, CYP inhibition). Dataset: cyp2d6_veith. (1) The compound is C(Cc1nn[nH]n1)c1nn[nH]n1. The result is 0 (non-inhibitor). (2) The drug is O=c1c(-c2cc(F)cc(F)c2)nc2cncnc2n1Cc1ccccc1. The result is 0 (non-inhibitor). (3) The drug is O=C(Nc1ccc(F)cc1Cl)c1ccc2c(=O)n3c(nc2c1)CCCCC3. The result is 0 (non-inhibitor). (4) The drug is Cc1cc(C)cc(NC(=O)C/C(N)=N/O)c1. The result is 0 (non-inhibitor).